Dataset: Forward reaction prediction with 1.9M reactions from USPTO patents (1976-2016). Task: Predict the product of the given reaction. (1) Given the reactants [O:1]1[C@@H:7]2[C@H:2]1[CH2:3][C@H:4]([C:8]([O:10][CH2:11][CH3:12])=[O:9])[CH2:5][CH2:6]2.[Cl-].[NH4+].[N-:15]=[N+:16]=[N-:17].[Na+], predict the reaction product. The product is: [N:15]([C@@H:2]1[C@@H:7]([OH:1])[CH2:6][CH2:5][C@@H:4]([C:8]([O:10][CH2:11][CH3:12])=[O:9])[CH2:3]1)=[N+:16]=[N-:17]. (2) The product is: [Cl:1][C:2]1[CH:3]=[C:4]2[C:8](=[CH:9][CH:10]=1)[NH:7][C:6]([CH3:11])=[C:5]2[CH2:12][C:13]([C:17]1[CH:25]=[CH:24][CH:23]=[CH:22][C:18]=1[C:19]([OH:21])=[O:20])=[O:15]. Given the reactants [Cl:1][C:2]1[CH:3]=[C:4]2[C:8](=[CH:9][CH:10]=1)[NH:7][C:6]([CH3:11])=[C:5]2[CH2:12][C:13]([OH:15])=O.C1(=O)[O:21][C:19](=[O:20])[C:18]2=[CH:22][CH:23]=[CH:24][CH:25]=[C:17]12.C([O-])(=O)C.[Na+], predict the reaction product. (3) Given the reactants [CH2:1]([NH:8][CH2:9][CH2:10][NH2:11])[C:2]1[CH:7]=[CH:6][CH:5]=[CH:4][CH:3]=1.[N:12]#[C:13][Br:14], predict the reaction product. The product is: [BrH:14].[CH2:1]([N:8]1[CH2:9][CH2:10][N:11]=[C:13]1[NH2:12])[C:2]1[CH:7]=[CH:6][CH:5]=[CH:4][CH:3]=1. (4) Given the reactants [N:1]([CH2:4][C:5]1[CH:10]=[CH:9][C:8]([S:11]([NH2:14])(=[O:13])=[O:12])=[CH:7][CH:6]=1)=[N+]=[N-], predict the reaction product. The product is: [NH2:1][CH2:4][C:5]1[CH:6]=[CH:7][C:8]([S:11]([NH2:14])(=[O:12])=[O:13])=[CH:9][CH:10]=1. (5) Given the reactants [CH2:1]([Si:3]([C:8]#[CH:9])([CH2:6]C)[CH2:4]C)C.[Li]CCCC.CCCCCC.CON(C)[C:24]([CH:26]1[CH2:32][CH2:31][CH2:30][CH2:29][CH2:28][CH2:27]1)=[O:25], predict the reaction product. The product is: [CH:26]1([C:24](=[O:25])[C:9]#[C:8][Si:3]([CH3:1])([CH3:4])[CH3:6])[CH2:32][CH2:31][CH2:30][CH2:29][CH2:28][CH2:27]1. (6) Given the reactants [Cl:1][C:2]1[C:3]([F:28])=[C:4]([CH:8]2[C:12]([C:15]3[CH:20]=[CH:19][C:18]([Cl:21])=[CH:17][C:16]=3[F:22])([C:13]#[N:14])[CH:11]([CH2:23][C:24]([CH3:27])([CH3:26])[CH3:25])[CH2:10][NH:9]2)[CH:5]=[CH:6][CH:7]=1.[C:29](O)(=[O:39])[C:30]1[CH:38]=[CH:37][CH:36]=[C:32]([C:33]([OH:35])=[O:34])[CH:31]=1.CN(C(ON1N=NC2C=CC=NC1=2)=[N+](C)C)C.F[P-](F)(F)(F)(F)F.CCN(C(C)C)C(C)C, predict the reaction product. The product is: [Cl:1][C:2]1[C:3]([F:28])=[C:4]([C@@H:8]2[C@:12]([C:15]3[CH:20]=[CH:19][C:18]([Cl:21])=[CH:17][C:16]=3[F:22])([C:13]#[N:14])[C@H:11]([CH2:23][C:24]([CH3:25])([CH3:27])[CH3:26])[CH2:10][N:9]2[C:29]([C:30]2[CH:31]=[C:32]([CH:36]=[CH:37][CH:38]=2)[C:33]([OH:35])=[O:34])=[O:39])[CH:5]=[CH:6][CH:7]=1. (7) Given the reactants [CH3:1][C:2]1[S:3][C:4]2[CH:10]([C:11]([O:13]C)=[O:12])[CH2:9][CH2:8][CH2:7][C:5]=2[N:6]=1.O[Li].O, predict the reaction product. The product is: [CH3:1][C:2]1[S:3][C:4]2[CH:10]([C:11]([OH:13])=[O:12])[CH2:9][CH2:8][CH2:7][C:5]=2[N:6]=1.